From a dataset of Full USPTO retrosynthesis dataset with 1.9M reactions from patents (1976-2016). Predict the reactants needed to synthesize the given product. (1) Given the product [NH:13]1[C:14]2[CH:19]=[CH:18][CH:17]=[CH:16][C:15]=2[N:11]=[C:12]1[C@H:8]([NH:9][C:10]([NH:32][C:29]([C:23]1[CH:28]=[CH:27][CH:26]=[CH:25][CH:24]=1)([CH3:31])[CH3:30])=[O:20])[CH2:7][C:6]1[CH:21]=[CH:22][C:3]([O:2][CH3:1])=[CH:4][CH:5]=1, predict the reactants needed to synthesize it. The reactants are: [CH3:1][O:2][C:3]1[CH:22]=[CH:21][C:6]([CH2:7][C@@H:8]2[C:12]3=[N:13][C:14]4[CH:19]=[CH:18][CH:17]=[CH:16][C:15]=4[N:11]3[C:10](=[O:20])[NH:9]2)=[CH:5][CH:4]=1.[C:23]1([C:29]([NH2:32])([CH3:31])[CH3:30])[CH:28]=[CH:27][CH:26]=[CH:25][CH:24]=1.C(O)(C(F)(F)F)=O. (2) Given the product [Br:39][C:36]1[CH:37]=[CH:38][C:29]([NH:28][C:8](=[O:10])[C:7]2[CH:11]=[CH:12][CH:13]=[C:5]([S:2](=[O:3])(=[O:4])[NH:24][C:23]3[CH:25]=[CH:26][CH:27]=[C:21]([O:14][C:15]4[CH:16]=[CH:17][CH:18]=[CH:19][CH:20]=4)[CH:22]=3)[CH:6]=2)=[C:30]([CH:35]=1)[C:31]([OH:33])=[O:32], predict the reactants needed to synthesize it. The reactants are: Cl[S:2]([C:5]1[CH:6]=[C:7]([CH:11]=[CH:12][CH:13]=1)[C:8]([OH:10])=O)(=[O:4])=[O:3].[O:14]([C:21]1[CH:22]=[C:23]([CH:25]=[CH:26][CH:27]=1)[NH2:24])[C:15]1[CH:20]=[CH:19][CH:18]=[CH:17][CH:16]=1.[NH2:28][C:29]1[CH:38]=[CH:37][C:36]([Br:39])=[CH:35][C:30]=1[C:31]([O:33]C)=[O:32]. (3) Given the product [C:10]1([C:8](=[C:19]2[CH2:20][C:21]([CH3:24])([CH3:23])[CH2:22][C:17]([CH3:26])([CH3:16])[CH2:18]2)[C:5]2[CH:6]=[CH:7][C:2]([OH:1])=[CH:3][CH:4]=2)[CH:15]=[CH:14][CH:13]=[CH:12][CH:11]=1, predict the reactants needed to synthesize it. The reactants are: [OH:1][C:2]1[CH:7]=[CH:6][C:5]([C:8]([C:10]2[CH:15]=[CH:14][CH:13]=[CH:12][CH:11]=2)=O)=[CH:4][CH:3]=1.[CH3:16][C:17]1([CH3:26])[CH2:22][C:21]([CH3:24])([CH3:23])[CH2:20][C:19](=O)[CH2:18]1. (4) Given the product [CH3:13][O:14][CH2:15][CH:16]([O:20][S:9]([CH3:8])(=[O:11])=[O:10])[CH2:17][O:18][CH3:19], predict the reactants needed to synthesize it. The reactants are: C(N(CC)CC)C.[CH3:8][S:9](Cl)(=[O:11])=[O:10].[CH3:13][O:14][CH2:15][CH:16]([OH:20])[CH2:17][O:18][CH3:19]. (5) Given the product [F:17][C:13]1[CH:12]=[C:11]2[C:16]([C:8]([C:5]3[CH:4]=[CH:3][C:2]([C:35]4[CH:36]=[CH:37][C:38]5[N:42]=[C:41]([NH2:43])[NH:40][C:39]=5[CH:44]=4)=[N:7][CH:6]=3)=[CH:9][NH:10]2)=[CH:15][CH:14]=1, predict the reactants needed to synthesize it. The reactants are: Br[C:2]1[N:7]=[CH:6][C:5]([C:8]2[C:16]3[C:11](=[CH:12][C:13]([F:17])=[CH:14][CH:15]=3)[N:10](S(C3C=CC=CC=3)(=O)=O)[CH:9]=2)=[CH:4][CH:3]=1.CC1(C)C(C)(C)OB([C:35]2[CH:36]=[CH:37][C:38]3[N:42]=[C:41]([NH2:43])[NH:40][C:39]=3[CH:44]=2)O1.C([O-])([O-])=O.[K+].[K+]. (6) Given the product [C:1]1([CH2:7][C:8]([NH:10][C:11]([NH:13][C:14]2[CH:15]=[CH:16][C:17]([O:20][C:21]3[N:26]=[CH:25][N:24]=[C:23]4[NH:27][N:28]=[CH:29][C:22]=34)=[CH:18][CH:19]=2)=[S:12])=[O:9])[CH:6]=[CH:5][CH:4]=[CH:3][CH:2]=1, predict the reactants needed to synthesize it. The reactants are: [C:1]1([CH2:7][C:8]([NH:10][C:11]([NH:13][C:14]2[CH:19]=[CH:18][C:17]([O:20][C:21]3[N:26]=[CH:25][N:24]=[C:23]4[N:27](C5CCCCO5)[N:28]=[CH:29][C:22]=34)=[CH:16][CH:15]=2)=[S:12])=[O:9])[CH:6]=[CH:5][CH:4]=[CH:3][CH:2]=1.Cl.O1CCOCC1. (7) The reactants are: [Cl:1][C:2]1[N:7]=[C:6](Cl)[CH:5]=[CH:4][N:3]=1.C(=O)([O-])[O-].[Na+].[Na+].CC(O)(/C=C/B1O[C:23](C)([CH3:25])[C:22]([CH3:28])([CH3:27])[O:21]1)C. Given the product [Cl:1][C:2]1[N:7]=[C:6](/[CH:25]=[CH:23]/[C:22]([CH3:28])([OH:21])[CH3:27])[CH:5]=[CH:4][N:3]=1, predict the reactants needed to synthesize it.